This data is from Forward reaction prediction with 1.9M reactions from USPTO patents (1976-2016). The task is: Predict the product of the given reaction. (1) Given the reactants Br[CH:2]([CH3:9])[C:3](=O)[C:4]([O:6][CH3:7])=[O:5].[CH:10]1([N:13]([CH:35]2[CH2:37][CH2:36]2)[C:14]([C:16]2[N:32]([CH2:33][CH3:34])[C:19]3=[N:20][C:21]([NH:28][C:29]([NH2:31])=[S:30])=[C:22]4[N:26]=[CH:25][N:24]([CH3:27])[C:23]4=[C:18]3[CH:17]=2)=[O:15])[CH2:12][CH2:11]1, predict the reaction product. The product is: [CH:35]1([N:13]([CH:10]2[CH2:11][CH2:12]2)[C:14]([C:16]2[N:32]([CH2:33][CH3:34])[C:19]3=[N:20][C:21]([NH:28][C:29]4[S:30][C:2]([CH3:9])=[C:3]([C:4]([O:6][CH3:7])=[O:5])[N:31]=4)=[C:22]4[N:26]=[CH:25][N:24]([CH3:27])[C:23]4=[C:18]3[CH:17]=2)=[O:15])[CH2:36][CH2:37]1. (2) Given the reactants [NH:1]1[CH:5]=[CH:4][C:3]([C:6]2[CH:11]=[CH:10][CH:9]=[CH:8][N:7]=2)=[CH:2]1.F[C:13]1[CH:14]=[C:15]([CH:18]=[CH:19][CH:20]=1)[C:16]#[N:17].C(=O)([O-])[O-].[K+].[K+], predict the reaction product. The product is: [N:7]1[CH:8]=[CH:9][CH:10]=[CH:11][C:6]=1[C:3]1[CH:4]=[CH:5][N:1]([C:13]2[CH:14]=[C:15]([CH:18]=[CH:19][CH:20]=2)[C:16]#[N:17])[CH:2]=1. (3) The product is: [C:17]([C:4]1[CH:3]=[C:2]([I:23])[C:7]2[N:8]([C:11]3[CH:16]=[CH:15][CH:14]=[CH:13][CH:12]=3)[CH:9]=[N:10][C:6]=2[CH:5]=1)#[N:18]. Given the reactants N[C:2]1[C:7]2[N:8]([C:11]3[CH:16]=[CH:15][CH:14]=[CH:13][CH:12]=3)[CH:9]=[N:10][C:6]=2[CH:5]=[C:4]([C:17]#[N:18])[CH:3]=1.N([O-])=O.[Na+].[I-:23].[K+].S([O-])([O-])=O.[Na+].[Na+], predict the reaction product. (4) Given the reactants C([N:8]1[C@@H:13]2[C@H:14]([C:16]3[NH:20][N:19]([CH3:21])[NH:18][N:17]=3)[CH2:15][C@@:9]1([C:41]1[CH:46]=[CH:45][CH:44]=[CH:43][CH:42]=1)[C@H:10]([O:22][C@H:23]([C:27]1[CH:32]=[C:31]([C:33]([F:36])([F:35])[F:34])[CH:30]=[C:29]([C:37]([F:40])([F:39])[F:38])[CH:28]=1)[CH2:24][O:25][CH3:26])[CH2:11][CH2:12]2)C1C=CC=CC=1, predict the reaction product. The product is: [F:35][C:33]([F:34])([F:36])[C:31]1[CH:32]=[C:27]([C@@H:23]([O:22][C@@H:10]2[CH2:11][CH2:12][C@@H:13]3[NH:8][C@@:9]2([C:41]2[CH:46]=[CH:45][CH:44]=[CH:43][CH:42]=2)[CH2:15][C@H:14]3[C:16]2[NH:20][N:19]([CH3:21])[NH:18][N:17]=2)[CH2:24][O:25][CH3:26])[CH:28]=[C:29]([C:37]([F:38])([F:40])[F:39])[CH:30]=1.